From a dataset of Peptide-MHC class I binding affinity with 185,985 pairs from IEDB/IMGT. Regression. Given a peptide amino acid sequence and an MHC pseudo amino acid sequence, predict their binding affinity value. This is MHC class I binding data. (1) The peptide sequence is RPPYSSYGY. The MHC is HLA-C06:02 with pseudo-sequence YDSGYREKYRQADVNKLYLWYDSYTWAEWAYTWY. The binding affinity (normalized) is 0.0847. (2) The peptide sequence is SVITQACPK. The MHC is HLA-A31:01 with pseudo-sequence HLA-A31:01. The binding affinity (normalized) is 0.344. (3) The peptide sequence is LFKRERDAIK. The MHC is HLA-A68:01 with pseudo-sequence HLA-A68:01. The binding affinity (normalized) is 0.0318. (4) The peptide sequence is EEAPAAVSF. The MHC is HLA-A26:01 with pseudo-sequence HLA-A26:01. The binding affinity (normalized) is 0.213. (5) The peptide sequence is ISDPLTSGL. The MHC is HLA-A02:06 with pseudo-sequence HLA-A02:06. The binding affinity (normalized) is 0.719. (6) The peptide sequence is YMMDGNECP. The MHC is HLA-B18:01 with pseudo-sequence HLA-B18:01. The binding affinity (normalized) is 0.0847.